Regression. Given a peptide amino acid sequence and an MHC pseudo amino acid sequence, predict their binding affinity value. This is MHC class II binding data. From a dataset of Peptide-MHC class II binding affinity with 134,281 pairs from IEDB. (1) The peptide sequence is ASPWSWPDLDLKPGA. The MHC is DRB1_0301 with pseudo-sequence DRB1_0301. The binding affinity (normalized) is 0.194. (2) The peptide sequence is TDDNEEPIAAYHFDL. The MHC is DRB1_0901 with pseudo-sequence DRB1_0901. The binding affinity (normalized) is 0.217.